Dataset: Forward reaction prediction with 1.9M reactions from USPTO patents (1976-2016). Task: Predict the product of the given reaction. (1) Given the reactants [NH2:1][C:2]1[CH:10]=[C:9]([Cl:11])[CH:8]=[CH:7][C:3]=1[C:4](O)=[O:5].[H-].[Al+3].[Li+].[H-].[H-].[H-], predict the reaction product. The product is: [NH2:1][C:2]1[CH:10]=[C:9]([Cl:11])[CH:8]=[CH:7][C:3]=1[CH2:4][OH:5]. (2) Given the reactants [C:1]([O:5][C:6]([N:8]1[CH2:12][CH:11]([F:13])[C:10]([CH3:15])([CH3:14])[CH:9]1[CH2:16][OH:17])=[O:7])([CH3:4])([CH3:3])[CH3:2].CC(OI1(OC(C)=O)(OC(C)=O)OC(=O)C2C=CC=CC1=2)=O, predict the reaction product. The product is: [C:1]([O:5][C:6]([N:8]1[CH2:12][CH:11]([F:13])[C:10]([CH3:15])([CH3:14])[CH:9]1[CH:16]=[O:17])=[O:7])([CH3:4])([CH3:3])[CH3:2]. (3) The product is: [ClH:1].[CH3:14][O:13][C:7]1[CH:8]=[C:9]([O:11][CH3:12])[CH:10]=[C:4]([O:3][CH3:2])[C:5]=1[NH2:6]. Given the reactants [ClH:1].[CH3:2][O:3][C:4]1[CH:10]=[C:9]([O:11][CH3:12])[CH:8]=[C:7]([O:13][CH3:14])[C:5]=1[NH2:6], predict the reaction product. (4) Given the reactants [F:1][C:2]1[C:11](/[CH:12]=[CH:13]/B2OC(C)(C)C(C)(C)O2)=[CH:10][C:5]([C:6]([O:8][CH3:9])=[O:7])=[CH:4][C:3]=1[O:23][CH3:24].Br[C:26]1[CH:27]=[N:28][C:29]([NH:32][C:33]2[CH:38]=[CH:37][C:36]([N:39]3[CH2:44][C@H:43]([CH3:45])[NH:42][C@H:41]([CH3:46])[CH2:40]3)=[CH:35][CH:34]=2)=[N:30][CH:31]=1.C([O-])([O-])=O.[Na+].[Na+], predict the reaction product. The product is: [CH3:46][C@H:41]1[NH:42][C@@H:43]([CH3:45])[CH2:44][N:39]([C:36]2[CH:35]=[CH:34][C:33]([NH:32][C:29]3[N:28]=[CH:27][C:26](/[CH:13]=[CH:12]/[C:11]4[CH:10]=[C:5]([CH:4]=[C:3]([O:23][CH3:24])[C:2]=4[F:1])[C:6]([O:8][CH3:9])=[O:7])=[CH:31][N:30]=3)=[CH:38][CH:37]=2)[CH2:40]1. (5) Given the reactants [NH:1]1[CH:5]=[N:4][CH:3]=[N:2]1.[H-].[Na+].Br[CH2:9][C:10]1[CH:15]=[CH:14][N:13]2[C:16]([C:19]3[CH:20]=[CH:21][C:22]([F:33])=[C:23]([C:25]4[C:26]([C:31]#[N:32])=[CH:27][CH:28]=[CH:29][CH:30]=4)[CH:24]=3)=[CH:17][N:18]=[C:12]2[N:11]=1, predict the reaction product. The product is: [F:33][C:22]1[CH:21]=[CH:20][C:19]([C:16]2[N:13]3[CH:14]=[CH:15][C:10]([CH2:9][N:1]4[CH:5]=[N:4][CH:3]=[N:2]4)=[N:11][C:12]3=[N:18][CH:17]=2)=[CH:24][C:23]=1[C:25]1[C:26]([C:31]#[N:32])=[CH:27][CH:28]=[CH:29][CH:30]=1.